This data is from Forward reaction prediction with 1.9M reactions from USPTO patents (1976-2016). The task is: Predict the product of the given reaction. (1) Given the reactants [NH2:1][OH:2].O.[CH3:4][CH:5]([NH:7][C:8]([C:10]1[S:14][C:13]([S:15](Cl)(=[O:17])=[O:16])=[CH:12][CH:11]=1)=[O:9])[CH3:6].S(Cl)(Cl)(=O)=O, predict the reaction product. The product is: [OH:2][NH:1][S:15]([C:13]1[S:14][C:10]([C:8]([NH:7][CH:5]([CH3:6])[CH3:4])=[O:9])=[CH:11][CH:12]=1)(=[O:17])=[O:16]. (2) Given the reactants [CH3:1][C:2]([CH3:9])([CH3:8])[C:3](=O)[CH2:4][C:5]#[N:6].[CH3:10][O:11][C:12]1[CH:17]=[CH:16][C:15]([NH:18][NH2:19])=[CH:14][CH:13]=1.CCCCC, predict the reaction product. The product is: [C:2]([C:3]1[CH:4]=[C:5]([NH2:6])[N:18]([C:15]2[CH:16]=[CH:17][C:12]([O:11][CH3:10])=[CH:13][CH:14]=2)[N:19]=1)([CH3:9])([CH3:8])[CH3:1]. (3) The product is: [CH3:18][O:19][C:20]1[CH:27]=[CH:26][CH:25]=[CH:24][C:21]=1[CH2:22][N:12]1[C:13]([CH3:17])([CH3:16])[C:14](=[O:15])[N:11]1[CH:2]1[CH:3]2[CH2:4][CH:5]3[CH2:6][CH:7]([CH2:8][CH:1]1[CH2:10]3)[CH2:9]2. Given the reactants [CH:1]12[CH2:10][CH:5]3[CH2:6][CH:7]([CH2:9][CH:3]([CH2:4]3)[CH:2]1[N:11]1[C:14](=[O:15])[C:13]([CH3:17])([CH3:16])[NH:12]1)[CH2:8]2.[CH3:18][O:19][C:20]1[CH:27]=[CH:26][CH:25]=[CH:24][C:21]=1[CH2:22]Br, predict the reaction product. (4) Given the reactants [OH:1][CH2:2][CH2:3][NH:4][C:5]1[C:12]([N+:13]([O-])=O)=[CH:11][CH:10]=[CH:9][C:6]=1[C:7]#[N:8].Br[C:17]1C2N(CCO)C=NC=2C=CC=1, predict the reaction product. The product is: [OH:1][CH2:2][CH2:3][N:4]1[C:5]2[C:6]([C:7]#[N:8])=[CH:9][CH:10]=[CH:11][C:12]=2[N:13]=[CH:17]1. (5) Given the reactants [Cl:1][C:2]1[C:3]([F:29])=[C:4]([CH:26]=[CH:27][CH:28]=1)[NH:5][C:6]1[C:15]2[C:10](=[CH:11][C:12]([O:24][CH3:25])=[C:13]([O:16][CH2:17][CH:18]3[CH2:23][CH2:22][NH:21][CH2:20][CH2:19]3)[CH:14]=2)[N:9]=[CH:8]C=1.C([N:33]([CH:36](C)C)CC)(C)C.[N:39]#CBr, predict the reaction product. The product is: [Cl:1][C:2]1[C:3]([F:29])=[C:4]([CH:26]=[CH:27][CH:28]=1)[NH:5][C:6]1[C:15]2[C:10](=[CH:11][C:12]([O:24][CH3:25])=[C:13]([O:16][CH2:17][CH:18]3[CH2:23][CH2:22][N:21]([C:36]#[N:33])[CH2:20][CH2:19]3)[CH:14]=2)[N:9]=[CH:8][N:39]=1. (6) The product is: [CH2:2]([C:7]1[C:8](=[O:12])[CH2:9][CH2:10][CH:11]=1)[CH2:3][CH2:4][CH2:5][CH3:6]. Given the reactants O[CH:2]([CH:7]1[CH2:11][CH2:10][CH2:9][C:8]1=[O:12])[CH2:3][CH2:4][CH2:5][CH3:6].II.C1(C)C(C)=CC=CC=1, predict the reaction product. (7) Given the reactants [O:1]1[CH2:6][CH2:5][CH2:4][CH2:3][CH:2]1[O:7][C@H:8]1[CH2:13][CH2:12][C@H:11]([C:14]([OH:17])([CH3:16])[CH3:15])[CH2:10][CH2:9]1.[H-].[Na+].[CH3:20]I.O, predict the reaction product. The product is: [CH3:20][O:17][C:14]([C@H:11]1[CH2:12][CH2:13][C@H:8]([O:7][CH:2]2[CH2:3][CH2:4][CH2:5][CH2:6][O:1]2)[CH2:9][CH2:10]1)([CH3:15])[CH3:16].